Dataset: TCR-epitope binding with 47,182 pairs between 192 epitopes and 23,139 TCRs. Task: Binary Classification. Given a T-cell receptor sequence (or CDR3 region) and an epitope sequence, predict whether binding occurs between them. (1) The epitope is FPPTSFGPL. Result: 0 (the TCR does not bind to the epitope). The TCR CDR3 sequence is CASSFPGGSSDTQYF. (2) The epitope is GVAMPNLYK. The TCR CDR3 sequence is CASSPRDRVEETQYF. Result: 1 (the TCR binds to the epitope). (3) The epitope is KLWAQCVQL. The TCR CDR3 sequence is CASRDWWASGDEKLFF. Result: 1 (the TCR binds to the epitope). (4) The epitope is KAFSPEVIPMF. The TCR CDR3 sequence is CASSPRTGPNYGYTF. Result: 1 (the TCR binds to the epitope).